This data is from Full USPTO retrosynthesis dataset with 1.9M reactions from patents (1976-2016). The task is: Predict the reactants needed to synthesize the given product. (1) The reactants are: CC1C=CC(S(O[CH2:12][C:13]([F:16])([F:15])[F:14])(=O)=O)=CC=1.[Cl:17][C:18]1[CH:23]=[CH:22][C:21]([CH2:24][OH:25])=[CH:20][C:19]=1[OH:26].C([O-])([O-])=O.[K+].[K+]. Given the product [Cl:17][C:18]1[CH:23]=[CH:22][C:21]([CH2:24][OH:25])=[CH:20][C:19]=1[O:26][CH2:12][C:13]([F:16])([F:15])[F:14], predict the reactants needed to synthesize it. (2) Given the product [CH3:1][C:2]1([CH3:18])[CH2:3][N:4]([C:8]([O:10][CH2:11][C:12]2[CH:17]=[CH:16][CH:15]=[CH:14][CH:13]=2)=[O:9])[CH2:5]/[C:6]/1=[N:27]\[O:26][CH3:25], predict the reactants needed to synthesize it. The reactants are: [CH3:1][C:2]1([CH3:18])[C:6](=O)[CH2:5][N:4]([C:8]([O:10][CH2:11][C:12]2[CH:17]=[CH:16][CH:15]=[CH:14][CH:13]=2)=[O:9])[CH2:3]1.C([O-])(=O)C.[Na+].Cl.[CH3:25][O:26][NH2:27]. (3) Given the product [CH3:28][C:27]1[C:22]([N:19]2[CH2:20][CH2:21][N:16]([C:14]([C:5]3[CH:4]=[CH:3][C:2]([N:33]4[CH2:34][CH2:35][N:31]([CH3:30])[C:32]4=[O:36])=[CH:7][C:6]=3[N:8]([CH3:13])[S:9]([CH3:12])(=[O:11])=[O:10])=[O:15])[CH2:17][CH2:18]2)=[N:23][CH:24]=[C:25]([CH3:29])[CH:26]=1, predict the reactants needed to synthesize it. The reactants are: Br[C:2]1[CH:3]=[CH:4][C:5]([C:14]([N:16]2[CH2:21][CH2:20][N:19]([C:22]3[C:27]([CH3:28])=[CH:26][C:25]([CH3:29])=[CH:24][N:23]=3)[CH2:18][CH2:17]2)=[O:15])=[C:6]([N:8]([CH3:13])[S:9]([CH3:12])(=[O:11])=[O:10])[CH:7]=1.[CH3:30][N:31]1[CH2:35][CH2:34][NH:33][C:32]1=[O:36]. (4) Given the product [CH3:1][O:2][C:3](=[O:13])[CH2:4][C:5]1[CH:10]=[CH:9][C:8]([Br:11])=[C:7]([O:12][Si:18]([C:15]([CH3:17])([CH3:16])[CH3:14])([CH3:20])[CH3:19])[CH:6]=1, predict the reactants needed to synthesize it. The reactants are: [CH3:1][O:2][C:3](=[O:13])[CH2:4][C:5]1[CH:10]=[CH:9][C:8]([Br:11])=[C:7]([OH:12])[CH:6]=1.[CH3:14][C:15]([Si:18](Cl)([CH3:20])[CH3:19])([CH3:17])[CH3:16].C(N(CC)CC)C.O. (5) Given the product [O:8]1[C:12]2[CH:13]=[CH:14][CH:15]=[C:16]([S:17]([N:20]3[C:28]4[C:23](=[N:24][CH:25]=[CH:26][CH:27]=4)[C:22]([C:29]4[CH2:34][CH2:33][CH:32]([NH2:35])[CH2:31][CH:30]=4)=[CH:21]3)(=[O:19])=[O:18])[C:11]=2[CH2:10][CH2:9]1, predict the reactants needed to synthesize it. The reactants are: FC(F)(F)C(O)=O.[O:8]1[C:12]2[CH:13]=[CH:14][CH:15]=[C:16]([S:17]([N:20]3[C:28]4[C:23](=[N:24][CH:25]=[CH:26][CH:27]=4)[C:22]([C:29]4[CH2:34][CH2:33][CH:32]([NH:35]C(=O)OC(C)(C)C)[CH2:31][CH:30]=4)=[CH:21]3)(=[O:19])=[O:18])[C:11]=2[CH2:10][CH2:9]1. (6) Given the product [F:40][C:36]1[CH:35]=[C:34]([NH:33][C:31](=[O:32])[CH2:30][C:27]2[NH:28][N:29]=[C:25]([NH:24][C:18]3[C:17]4[C:22](=[CH:23][C:14]([O:13][CH2:12][CH2:11][CH2:10][N:1]5[CH2:6][CH2:5][CH:4]([CH2:7][OH:8])[CH2:3][CH2:2]5)=[C:15]([O:41][CH3:42])[CH:16]=4)[N:21]=[CH:20][N:19]=3)[CH:26]=2)[CH:39]=[CH:38][CH:37]=1, predict the reactants needed to synthesize it. The reactants are: [NH:1]1[CH2:6][CH2:5][CH:4]([CH2:7][OH:8])[CH2:3][CH2:2]1.Cl[CH2:10][CH2:11][CH2:12][O:13][C:14]1[CH:23]=[C:22]2[C:17]([C:18]([NH:24][C:25]3[NH:29][N:28]=[C:27]([CH2:30][C:31]([NH:33][C:34]4[CH:39]=[CH:38][CH:37]=[C:36]([F:40])[CH:35]=4)=[O:32])[CH:26]=3)=[N:19][CH:20]=[N:21]2)=[CH:16][C:15]=1[O:41][CH3:42]. (7) Given the product [N+:8]([C:5]1[CH:6]=[CH:7][C:2]([NH:19][CH2:20][CH2:21][CH2:22][CH2:23][CH2:24][OH:25])=[C:3]([CH3:11])[CH:4]=1)([O-:10])=[O:9], predict the reactants needed to synthesize it. The reactants are: F[C:2]1[CH:7]=[CH:6][C:5]([N+:8]([O-:10])=[O:9])=[CH:4][C:3]=1[CH3:11].CN1CCCC1=O.[NH2:19][CH2:20][CH2:21][CH2:22][CH2:23][CH2:24][OH:25].C([O-])([O-])=O.[K+].[K+]. (8) Given the product [Br:5][C:6]1[CH:11]=[CH:10][C:9]2[S:12][CH2:13][C:14]([CH3:17])([CH3:15])[C:8]=2[CH:7]=1, predict the reactants needed to synthesize it. The reactants are: [Cl-].[Al+3].[Cl-].[Cl-].[Br:5][C:6]1[CH:11]=[CH:10][C:9]([S:12][CH2:13][C:14]([CH3:17])(O)[CH3:15])=[CH:8][CH:7]=1. (9) Given the product [Cl:17][C:14]1[CH:15]=[CH:16][C:11]([C@H:10]([N:19]2[CH:24]=[CH:23][C:22]([C:25]3[CH:30]=[CH:29][N:28]=[C:27]([NH:31][C:32]4[CH:37]=[CH:36][N:35]=[C:34]([CH3:38])[CH:33]=4)[N:26]=3)=[CH:21][C:20]2=[O:39])[CH2:9][OH:8])=[CH:12][C:13]=1[F:18], predict the reactants needed to synthesize it. The reactants are: [Si]([O:8][CH2:9][C@@H:10]([N:19]1[CH:24]=[CH:23][C:22]([C:25]2[CH:30]=[CH:29][N:28]=[C:27]([NH:31][C:32]3[CH:37]=[CH:36][N:35]=[C:34]([CH3:38])[CH:33]=3)[N:26]=2)=[CH:21][C:20]1=[O:39])[C:11]1[CH:16]=[CH:15][C:14]([Cl:17])=[C:13]([F:18])[CH:12]=1)(C(C)(C)C)(C)C.CCCC[N+](CCCC)(CCCC)CCCC.[F-].O. (10) Given the product [CH:2]1([CH2:1][NH:5][C:6]2[CH:7]=[CH:8][C:9]([CH2:12][C:14]3[C:22]4[C:17](=[N:18][CH:19]=[CH:20][CH:21]=4)[NH:16][CH:15]=3)=[CH:10][N:11]=2)[CH2:4][CH2:3]1, predict the reactants needed to synthesize it. The reactants are: [CH2:1]([NH:5][C:6]1[N:11]=[CH:10][C:9]([C:12]([C:14]2[C:22]3[C:17](=[N:18][CH:19]=[CH:20][CH:21]=3)[NH:16][CH:15]=2)=O)=[CH:8][CH:7]=1)[CH:2]([CH3:4])[CH3:3].C1(CNC2N=CC(C(C3C4C(=NC=CC=4)NC=3)=O)=CC=2)CC1.